From a dataset of Forward reaction prediction with 1.9M reactions from USPTO patents (1976-2016). Predict the product of the given reaction. Given the reactants [CH3:1][N:2]([CH3:17])[CH2:3][CH2:4][CH2:5][C:6]1[C:14]2[CH2:13][CH2:12][CH2:11][CH2:10][C:9]=2[NH:8][C:7]=1[CH:15]=[O:16].[CH3:18][N:19]1[CH2:24]CNC[CH2:20]1.CNC, predict the reaction product. The product is: [CH3:18][N:19]1[CH2:24][CH2:1][N:2]([CH2:3][CH2:4][CH2:5][C:6]2[C:14]3[CH2:13][CH2:12][CH2:11][CH2:10][C:9]=3[NH:8][C:7]=2[CH:15]=[O:16])[CH2:17][CH2:20]1.